Predict the product of the given reaction. From a dataset of Forward reaction prediction with 1.9M reactions from USPTO patents (1976-2016). (1) The product is: [Cl:22][CH2:23][C:24]([NH:14][C:12]1[CH:11]=[CH:10][C:8]2[S:9][C:5]([C:3]([O:2][CH3:1])=[O:4])=[CH:6][C:7]=2[CH:13]=1)=[O:25]. Given the reactants [CH3:1][O:2][C:3]([C:5]1[S:9][C:8]2[CH:10]=[CH:11][C:12]([NH2:14])=[CH:13][C:7]=2[CH:6]=1)=[O:4].CN1CCOCC1.[Cl:22][CH2:23][C:24](Cl)=[O:25], predict the reaction product. (2) Given the reactants [N:1]1[CH:6]=[CH:5][CH:4]=[CH:3][C:2]=1[NH2:7].[NH2:8][C:9]1[C:10]([C:19](O)=[O:20])=[N:11][C:12]2[C:17]([N:18]=1)=[CH:16][CH:15]=[CH:14][CH:13]=2, predict the reaction product. The product is: [NH2:8][C:9]1[C:10]([C:19]([NH:7][C:2]2[CH:3]=[CH:4][CH:5]=[CH:6][N:1]=2)=[O:20])=[N:11][C:12]2[C:17]([N:18]=1)=[CH:16][CH:15]=[CH:14][CH:13]=2. (3) Given the reactants O[CH:2]([C:4]1[CH:9]=[CH:8][C:7]([C:10]2[CH:15]=[CH:14][C:13]([CH:16](O)[CH3:17])=[CH:12][CH:11]=2)=[CH:6][CH:5]=1)[CH3:3].C(C1C=C(O)C(=CC=1)O)(C)(C)C.CC1C=CC=CC=1C, predict the reaction product. The product is: [CH:2]([C:4]1[CH:9]=[CH:8][C:7]([C:10]2[CH:15]=[CH:14][C:13]([CH:16]=[CH2:17])=[CH:12][CH:11]=2)=[CH:6][CH:5]=1)=[CH2:3]. (4) The product is: [CH3:28][O:29][CH2:30][CH2:31][C:32]1[N:12]([CH2:13][CH2:14][CH2:15][N:16]2[CH2:20][CH2:19][CH2:18][C:17]2=[O:21])[C:11]2[C:10]3[CH:9]=[CH:8][C:7]([C:22]4[CH:27]=[CH:26][CH:25]=[CH:24][CH:23]=4)=[CH:6][C:5]=3[N:4]=[CH:3][C:2]=2[N:1]=1. Given the reactants [NH2:1][C:2]1[CH:3]=[N:4][C:5]2[C:10]([C:11]=1[NH:12][CH2:13][CH2:14][CH2:15][N:16]1[CH2:20][CH2:19][CH2:18][C:17]1=[O:21])=[CH:9][CH:8]=[C:7]([C:22]1[CH:27]=[CH:26][CH:25]=[CH:24][CH:23]=1)[CH:6]=2.[CH3:28][O:29][CH2:30][CH2:31][C:32](Cl)=O, predict the reaction product. (5) Given the reactants C(P(CCCC)CCCC)CCC.N(C(N1CCCCC1)=O)=NC(N1CCCCC1)=O.[Cl:32][C:33]1[CH:34]=[C:35]([CH:49]=[CH:50][C:51]=1[F:52])[O:36][C:37]1[CH:38]=[CH:39][C:40]2[N:44]=[C:43]([CH2:45][OH:46])[N:42]([CH3:47])[C:41]=2[CH:48]=1.O[C:54]1[CH:55]=[C:56]([CH:61]=[CH:62][CH:63]=1)[C:57]([O:59][CH3:60])=[O:58], predict the reaction product. The product is: [ClH:32].[Cl:32][C:33]1[CH:34]=[C:35]([CH:49]=[CH:50][C:51]=1[F:52])[O:36][C:37]1[CH:38]=[CH:39][C:40]2[N:44]=[C:43]([CH2:45][O:46][C:54]3[CH:55]=[C:56]([CH:61]=[CH:62][CH:63]=3)[C:57]([O:59][CH3:60])=[O:58])[N:42]([CH3:47])[C:41]=2[CH:48]=1. (6) Given the reactants [F:1][C:2]1[C:3]([CH2:17][OH:18])=[N:4][CH:5]=[C:6]([C:8]2[CH:13]=[C:12]([O:14][CH3:15])[CH:11]=[CH:10][C:9]=2[F:16])[CH:7]=1.CC(OI1(OC(C)=O)(OC(C)=O)OC(=O)C2C=CC=CC1=2)=O, predict the reaction product. The product is: [F:1][C:2]1[C:3]([CH:17]=[O:18])=[N:4][CH:5]=[C:6]([C:8]2[CH:13]=[C:12]([O:14][CH3:15])[CH:11]=[CH:10][C:9]=2[F:16])[CH:7]=1. (7) Given the reactants [C:1]1([C:7]([C:9]2[CH:14]=[CH:13][CH:12]=[CH:11][CH:10]=2)=[CH2:8])[CH:6]=[CH:5][CH:4]=[CH:3][CH:2]=1.[Br:15][C:16]1[CH:21]=[CH:20][C:19]([C:22](=[N+]=[N-])[C:23]([O:25][CH3:26])=[O:24])=[CH:18][CH:17]=1, predict the reaction product. The product is: [Br:15][C:16]1[CH:21]=[CH:20][C:19]([C@:22]2([C:23]([O:25][CH3:26])=[O:24])[CH2:8][C:7]2([C:1]2[CH:6]=[CH:5][CH:4]=[CH:3][CH:2]=2)[C:9]2[CH:14]=[CH:13][CH:12]=[CH:11][CH:10]=2)=[CH:18][CH:17]=1.